Dataset: Catalyst prediction with 721,799 reactions and 888 catalyst types from USPTO. Task: Predict which catalyst facilitates the given reaction. Reactant: [CH3:1][C:2]1[N:6]=[C:5]([CH3:7])[N:4]([C:8]2[N:13]=[C:12]([CH3:14])[N:11]=[C:10]([N:15]3[CH2:18][CH:17]([C:19]([O:21]C)=[O:20])[CH2:16]3)[CH:9]=2)[N:3]=1.C[Si](C)(C)[O-].[K+]. Product: [CH3:1][C:2]1[N:6]=[C:5]([CH3:7])[N:4]([C:8]2[N:13]=[C:12]([CH3:14])[N:11]=[C:10]([N:15]3[CH2:18][CH:17]([C:19]([OH:21])=[O:20])[CH2:16]3)[CH:9]=2)[N:3]=1. The catalyst class is: 1.